This data is from Forward reaction prediction with 1.9M reactions from USPTO patents (1976-2016). The task is: Predict the product of the given reaction. (1) The product is: [Br:18][C:10]1[CH:9]=[C:8]2[C:4]([C:5]([CH:11]3[CH2:15][C:14](=[O:16])[NH:13][C:12]3=[O:17])=[CH:6][NH:7]2)=[CH:3][CH:2]=1. Given the reactants F[C:2]1[CH:3]=[C:4]2[C:8](=[CH:9][CH:10]=1)[NH:7][CH:6]=[C:5]2[CH:11]1[CH2:15][C:14](=[O:16])[NH:13][C:12]1=[O:17].[Br:18]C1C=C2C(C=CN2)=CC=1.C1(=O)NC(=O)C=C1, predict the reaction product. (2) Given the reactants N[C:2]1[N:6]([C:7]2[CH:12]=[CH:11][C:10]([O:13][CH3:14])=[CH:9][CH:8]=2)[N:5]=[C:4]([CH3:15])[C:3]=1[C:16]#[N:17].[I:18]CI.N(OCCC(C)C)=O, predict the reaction product. The product is: [I:18][C:2]1[N:6]([C:7]2[CH:12]=[CH:11][C:10]([O:13][CH3:14])=[CH:9][CH:8]=2)[N:5]=[C:4]([CH3:15])[C:3]=1[C:16]#[N:17]. (3) Given the reactants O1CCCC1.O1CCCC1.C([N-]C(C)C)(C)C.[Li+].[C:19]([O:22][C:23]([CH3:26])([CH3:25])[CH3:24])(=[O:21])[CH3:20].[O:27]1[CH2:31][CH:30]=[CH:29][C:28]1=[O:32], predict the reaction product. The product is: [O:32]=[C:28]1[O:27][CH2:31][CH:30]([CH2:20][C:19]([O:22][C:23]([CH3:26])([CH3:25])[CH3:24])=[O:21])[CH2:29]1. (4) Given the reactants [CH3:1][CH2:2][C:3](=O)[CH2:4][C:5](=O)[CH2:6][CH3:7].[NH2:10][C:11]1[NH:15][N:14]=[C:13]([CH2:16][CH2:17][CH2:18][N:19]([C:23]2[CH:28]=[CH:27][C:26]([F:29])=[CH:25][CH:24]=2)[CH2:20][CH2:21][OH:22])[N:12]=1.[OH-].[Na+].[C:32](O)(=[O:34])[CH3:33], predict the reaction product. The product is: [C:32]([O:22][CH2:21][CH2:20][N:19]([CH2:18][CH2:17][CH2:16][C:13]1[N:12]=[C:11]2[N:10]=[C:5]([CH2:6][CH3:7])[CH:4]=[C:3]([CH2:2][CH3:1])[N:15]2[N:14]=1)[C:23]1[CH:24]=[CH:25][C:26]([F:29])=[CH:27][CH:28]=1)(=[O:34])[CH3:33]. (5) Given the reactants [C:1]([OH:14])(=[O:13])[CH2:2][CH2:3][CH2:4][CH2:5][CH2:6][CH2:7][CH2:8][CH2:9][CH2:10][CH2:11][CH3:12].O=C[C@@H]([C@H]([C@@H](CO)O)O)O.[O:25]=[CH:26][C@@H:27]([C@H:29]([C@@H:31]([C@@H:33]([CH2:35][OH:36])[OH:34])[OH:32])[OH:30])[OH:28].C(Cl)(=O)CCCCCCCCCCC, predict the reaction product. The product is: [C:1]([OH:14])(=[O:13])[CH2:2][CH2:3][CH2:4][CH2:5][CH2:6][CH2:7][CH2:8][CH2:9][CH2:10][CH2:11][CH3:12].[O:25]=[CH:26][C@@H:27]([C@H:29]([C@@H:31]([C@@H:33]([CH2:35][OH:36])[OH:34])[OH:32])[OH:30])[OH:28].